This data is from Reaction yield outcomes from USPTO patents with 853,638 reactions. The task is: Predict the reaction yield, written as a fraction of the theoretical maximum amount of product (1.0 means a 100% yield; for example, 0.34 means a 34% yield). (1) The reactants are CC1C=CC(S(O[C:12]2[CH:21]=[CH:20][C:19]3[C:18](=[O:22])[CH2:17][CH2:16][CH2:15][C:14]=3[CH:13]=2)(=O)=O)=CC=1.[CH:23]1[CH:28]=[C:27]([F:29])[C:26]([S:30][S:30][C:26]2[C:27]([F:29])=[CH:28][CH:23]=[CH:24][CH:25]=2)=[CH:25][CH:24]=1. The catalyst is C1COCC1.[Zn].C1C=CC(P(C2C=CC=CC=2)[C-]2C=CC=C2)=CC=1.C1C=CC(P(C2C=CC=CC=2)[C-]2C=CC=C2)=CC=1.Cl[Pd]Cl.[Fe+2]. The product is [F:29][C:27]1[CH:28]=[CH:23][CH:24]=[CH:25][C:26]=1[S:30][C:12]1[CH:13]=[C:14]2[C:19](=[CH:20][CH:21]=1)[C:18](=[O:22])[CH2:17][CH2:16][CH2:15]2. The yield is 0.860. (2) The reactants are [CH3:1][CH:2]([N:4]1[C:12](/[CH:13]=[CH:14]/[C@H:15]([OH:24])[CH2:16][C@H:17]([OH:23])[CH2:18][C:19]([O:21]C)=[O:20])=[C:11]([C:25]2[CH:30]=[CH:29][C:28]([F:31])=[CH:27][CH:26]=2)[C:10]2[C:5]1=[CH:6][CH:7]=[CH:8][CH:9]=2)[CH3:3].[OH-].[Na+:33].CC(C)=O. The catalyst is C(O)C. The product is [CH3:3][CH:2]([N:4]1[C:12](/[CH:13]=[CH:14]/[CH:15]([OH:24])[CH2:16][CH:17]([OH:23])[CH2:18][C:19]([O-:21])=[O:20])=[C:11]([C:25]2[CH:26]=[CH:27][C:28]([F:31])=[CH:29][CH:30]=2)[C:10]2[CH:9]=[CH:8][CH:7]=[CH:6][C:5]1=2)[CH3:1].[Na+:33]. The yield is 0.756. (3) The reactants are C(NC(C)C)(C)C.C([Li])CCC.[CH2:13]([SnH:17]([CH2:22][CH2:23][CH2:24][CH3:25])[CH2:18][CH2:19][CH2:20][CH3:21])[CH2:14][CH2:15][CH3:16].[CH3:26][O:27][CH2:28]Cl. The catalyst is O.O1CCCC1. The product is [CH2:22]([Sn:17]([CH2:13][CH2:14][CH2:15][CH3:16])([CH2:18][CH2:19][CH2:20][CH3:21])[CH2:26][O:27][CH3:28])[CH2:23][CH2:24][CH3:25]. The yield is 0.860. (4) The reactants are [Cl:1][C:2]1[CH:9]=[C:8]([N:10]2[C:14](=[O:15])[C:13]([CH3:17])([CH3:16])[N:12]([C:18]3[CH:23]=[CH:22][C:21]([OH:24])=[C:20]([F:25])[CH:19]=3)[C:11]2=[S:26])[CH:7]=[CH:6][C:3]=1[C:4]#[N:5].O[CH2:28][C:29]1([NH:32][C:33](=[O:39])[O:34][C:35]([CH3:38])([CH3:37])[CH3:36])[CH2:31][CH2:30]1.N(C(N1CCCCC1)=O)=NC(N1CCCCC1)=O.C(P(CCCC)CCCC)CCC. The catalyst is CC1C=CC=CC=1. The product is [Cl:1][C:2]1[CH:9]=[C:8]([N:10]2[C:14](=[O:15])[C:13]([CH3:17])([CH3:16])[N:12]([C:18]3[CH:23]=[CH:22][C:21]([O:24][CH2:28][C:29]4([NH:32][C:33](=[O:39])[O:34][C:35]([CH3:38])([CH3:37])[CH3:36])[CH2:30][CH2:31]4)=[C:20]([F:25])[CH:19]=3)[C:11]2=[S:26])[CH:7]=[CH:6][C:3]=1[C:4]#[N:5]. The yield is 0.559. (5) The reactants are [Cl:1][C:2]1[N:6]2[CH:7]=[C:8]([C:15]3[CH:19]=[CH:18][O:17][CH:16]=3)[CH:9]=[C:10]([C:11]([F:14])([F:13])[F:12])[C:5]2=[N:4][C:3]=1[C:20]#[N:21].[C:22](O[C:30]([O:32][C:33]([CH3:36])([CH3:35])[CH3:34])=[O:31])([O:24][C:25]([CH3:28])([CH3:27])[CH3:26])=[O:23].[BH4-].[Na+]. The catalyst is CO.O.O.O.O.O.O.[Ni](Cl)Cl. The product is [C:25]([O:24][C:22](=[O:23])[NH:21][CH2:20][C:3]1[N:4]=[C:5]2[C:10]([C:11]([F:14])([F:13])[F:12])=[CH:9][C:8]([C:15]3[CH:19]=[CH:18][O:17][CH:16]=3)=[CH:7][N:6]2[CH:2]=1)([CH3:28])([CH3:27])[CH3:26].[C:33]([O:32][C:30](=[O:31])[NH:21][CH2:20][C:3]1[N:4]=[C:5]2[C:10]([C:11]([F:13])([F:12])[F:14])=[CH:9][C:8]([C:15]3[CH:19]=[CH:18][O:17][CH:16]=3)=[CH:7][N:6]2[C:2]=1[Cl:1])([CH3:34])([CH3:35])[CH3:36]. The yield is 0.100. (6) The reactants are [OH:1]/[N:2]=[C:3](\Cl)/[C:4]1[CH:15]=[CH:14][C:7]2[B:8]([OH:13])[O:9][C:10]([CH3:12])([CH3:11])[C:6]=2[CH:5]=1.[Cl:17][C:18]1[CH:23]=[C:22]([C:24]([C:26]([F:29])([F:28])[F:27])=[CH2:25])[CH:21]=[CH:20][C:19]=1[F:30].CC(=O)OCC. The catalyst is CN(C=O)C. The product is [Cl:17][C:18]1[CH:23]=[C:22]([C:24]2([C:26]([F:29])([F:27])[F:28])[O:1][N:2]=[C:3]([C:4]3[CH:15]=[CH:14][C:7]4[B:8]([OH:13])[O:9][C:10]([CH3:12])([CH3:11])[C:6]=4[CH:5]=3)[CH2:25]2)[CH:21]=[CH:20][C:19]=1[F:30]. The yield is 0.306. (7) The reactants are [OH:1][CH:2]([CH2:11][OH:12])[CH2:3][S:4][CH2:5][C@@H:6]([C:8]([OH:10])=[O:9])[NH2:7].[C:13]1([CH2:26][O:27][C:28](C2CC(=O)N(O)C2=O)=[O:29])[C:25]2[CH2:24][C:23]3[C:18](=[CH:19][CH:20]=[CH:21][CH:22]=3)[C:17]=2[CH:16]=[CH:15][CH:14]=1. The catalyst is C(=O)([O-])[O-].[Na+].[Na+].C(#N)C.O. The product is [C:13]1([CH2:26][O:27][C:28]([NH:7][C@H:6]([C:8]([OH:10])=[O:9])[CH2:5][S:4][CH2:3][CH:2]([OH:1])[CH2:11][OH:12])=[O:29])[C:25]2[CH2:24][C:23]3[C:18](=[CH:19][CH:20]=[CH:21][CH:22]=3)[C:17]=2[CH:16]=[CH:15][CH:14]=1. The yield is 0.638. (8) The reactants are [Cl:1][C:2]1[CH:7]=[CH:6][CH:5]=[CH:4][C:3]=1[C:8]1[C:12]([C:13](O)=[O:14])=[CH:11][N:10]([C:16]2[CH:21]=[CH:20][N:19]=[C:18]([Cl:22])[CH:17]=2)[N:9]=1.C[N:24](C(ON1N=NC2C=CC=CC1=2)=[N+](C)C)C.[B-](F)(F)(F)F.N. The catalyst is C(Cl)Cl.O. The product is [Cl:1][C:2]1[CH:7]=[CH:6][CH:5]=[CH:4][C:3]=1[C:8]1[C:12]([C:13]([NH2:24])=[O:14])=[CH:11][N:10]([C:16]2[CH:21]=[CH:20][N:19]=[C:18]([Cl:22])[CH:17]=2)[N:9]=1. The yield is 0.970.